This data is from Full USPTO retrosynthesis dataset with 1.9M reactions from patents (1976-2016). The task is: Predict the reactants needed to synthesize the given product. (1) Given the product [F:15][C:16]([F:29])([F:28])[S:17]([O:1][C:2]1[CH:7]=[N:6][C:5]([CH3:8])=[CH:4][CH:3]=1)(=[O:19])=[O:18], predict the reactants needed to synthesize it. The reactants are: [OH:1][C:2]1[CH:3]=[CH:4][C:5]([CH3:8])=[N:6][CH:7]=1.N1C=CC=CC=1.[F:15][C:16]([F:29])([F:28])[S:17](O[S:17]([C:16]([F:29])([F:28])[F:15])(=[O:19])=[O:18])(=[O:19])=[O:18].C([O-])(=O)C.[NH4+]. (2) The reactants are: [CH3:1][N:2]1[C:10]2[C:5](=[CH:6][CH:7]=[C:8]([C:11]3[CH:12]=[N:13][C:14](S(C)(=O)=O)=[N:15][CH:16]=3)[CH:9]=2)[C:4]([CH3:22])([CH3:21])[C:3]1=[O:23].[NH:24]1[CH2:28][CH2:27][CH2:26][CH2:25]1. Given the product [CH3:1][N:2]1[C:10]2[C:5](=[CH:6][CH:7]=[C:8]([C:11]3[CH:12]=[N:13][C:14]([N:24]4[CH2:28][CH2:27][CH2:26][CH2:25]4)=[N:15][CH:16]=3)[CH:9]=2)[C:4]([CH3:22])([CH3:21])[C:3]1=[O:23], predict the reactants needed to synthesize it. (3) Given the product [OH:10][C@@:11]([C:18]1[N:19]=[N:20][N:21]([CH2:23][C:24]2[CH:33]=[C:32]3[C:27]([C:28]([C:36]4[CH:41]=[CH:40][CH:39]=[CH:38][CH:37]=4)=[CH:29][C:30]([C:34]#[N:35])=[N:31]3)=[CH:26][CH:25]=2)[CH:22]=1)([C:14]([F:15])([F:17])[F:16])[CH2:12][CH3:13], predict the reactants needed to synthesize it. The reactants are: [N+](C1C=CC(C([O:10][C@@:11]([C:18]2[N:19]=[N:20][N:21]([CH2:23][C:24]3[CH:33]=[C:32]4[C:27]([C:28]([C:36]5[CH:41]=[CH:40][CH:39]=[CH:38][CH:37]=5)=[CH:29][C:30]([C:34]#[N:35])=[N:31]4)=[CH:26][CH:25]=3)[CH:22]=2)([C:14]([F:17])([F:16])[F:15])[CH2:12][CH3:13])=O)=CC=1)([O-])=O.[OH-].[Li+]. (4) Given the product [Si:1]([O:8][C@@H:9]1[C@@:29]2([CH3:30])[C:13](=[CH:14][CH:15]=[C:16]3[C@@H:28]2[CH2:27][CH2:26][C@@:25]2([CH3:31])[C@H:17]3[CH2:18][CH:19]=[C:20]2[C:21]([O:24][CH2:41][CH2:42][CH2:43][C:44]([CH2:55][CH3:56])([O:47][Si:48]([CH2:53][CH3:54])([CH2:49][CH3:50])[CH2:51][CH3:52])[CH2:45][CH3:46])([CH3:23])[CH3:22])[CH2:12][C@@H:11]([O:32][Si:33]([C:36]([CH3:39])([CH3:38])[CH3:37])([CH3:34])[CH3:35])[CH2:10]1)([C:4]([CH3:7])([CH3:6])[CH3:5])([CH3:3])[CH3:2], predict the reactants needed to synthesize it. The reactants are: [Si:1]([O:8][C@@H:9]1[C@@:29]2([CH3:30])[C:13](=[CH:14][CH:15]=[C:16]3[C@@H:28]2[CH2:27][CH2:26][C@@:25]2([CH3:31])[C@H:17]3[CH2:18][CH:19]=[C:20]2[C:21]([OH:24])([CH3:23])[CH3:22])[CH2:12][C@@H:11]([O:32][Si:33]([C:36]([CH3:39])([CH3:38])[CH3:37])([CH3:35])[CH3:34])[CH2:10]1)([C:4]([CH3:7])([CH3:6])[CH3:5])([CH3:3])[CH3:2].Br[CH2:41][CH2:42][CH2:43][C:44]([CH2:55][CH3:56])([O:47][Si:48]([CH2:53][CH3:54])([CH2:51][CH3:52])[CH2:49][CH3:50])[CH2:45][CH3:46].[H-].[Na+].C1OCCOCCOCCOCCOC1. (5) Given the product [CH3:40][S:41]([O:8][CH2:9][CH2:10][O:11][CH2:12][CH:13]1[CH2:17][O:16][C:15]([CH3:19])([CH3:18])[O:14]1)(=[O:43])=[O:42], predict the reactants needed to synthesize it. The reactants are: C([Si]([O:8][CH2:9][CH2:10][O:11][CH2:12][CH:13]1[CH2:17][O:16][C:15]([CH3:19])([CH3:18])[O:14]1)(C)C)(C)(C)C.[F-].C([N+](CCCC)(CCCC)CCCC)CCC.[Cl-].[NH4+].[CH3:40][S:41](Cl)(=[O:43])=[O:42]. (6) Given the product [Br:24][C:21]1[CH:22]=[CH:23][C:18]([S:17][CH:10]([C:7]2[CH:8]=[CH:9][C:4]([C:3]([OH:2])=[O:25])=[CH:5][CH:6]=2)[CH2:11][CH:12]([CH3:28])[CH2:13][CH2:14][CH2:15][CH3:16])=[CH:19][CH:20]=1, predict the reactants needed to synthesize it. The reactants are: C[O:2][C:3](=[O:25])[C:4]1[CH:9]=[CH:8][C:7]([CH:10]([S:17][C:18]2[CH:23]=[CH:22][C:21]([Br:24])=[CH:20][CH:19]=2)[CH2:11][CH2:12][CH2:13][CH2:14][CH2:15][CH3:16])=[CH:6][CH:5]=1.[OH-].[Na+].[CH2:28](O)C. (7) Given the product [CH:1]([C:4]1[N:8]=[C:7]([N:9]2[CH2:14][CH2:13][CH:12]([C@H:15]3[CH2:17][C@H:16]3[CH2:18][CH2:19][O:20][C:27]3[CH:28]=[CH:29][C:24]([N+:21]([O-:23])=[O:22])=[CH:25][CH:26]=3)[CH2:11][CH2:10]2)[O:6][N:5]=1)([CH3:3])[CH3:2], predict the reactants needed to synthesize it. The reactants are: [CH:1]([C:4]1[N:8]=[C:7]([N:9]2[CH2:14][CH2:13][CH:12]([C@H:15]3[CH2:17][C@H:16]3[CH2:18][CH2:19][OH:20])[CH2:11][CH2:10]2)[O:6][N:5]=1)([CH3:3])[CH3:2].[N+:21]([C:24]1[CH:29]=[CH:28][C:27](O)=[CH:26][CH:25]=1)([O-:23])=[O:22].C(=O)([O-])[O-].[Cs+].[Cs+].C(OCC)(=O)C. (8) Given the product [C:1]([C:3]1[C:11]2[C:6](=[CH:7][CH:8]=[C:9]([CH2:12][CH2:13][NH:14][C:15](=[O:31])[C:16]3[CH:21]=[CH:20][C:19]([C:22]4[C:27](=[O:39])[NH:26][CH:25]=[CH:24][CH:23]=4)=[CH:18][C:17]=3[CH3:30])[CH:10]=2)[NH:5][CH:4]=1)#[N:2], predict the reactants needed to synthesize it. The reactants are: [C:1]([C:3]1[C:11]2[C:6](=[CH:7][CH:8]=[C:9]([CH2:12][CH2:13][NH:14][C:15](=[O:31])[C:16]3[CH:21]=[CH:20][C:19]([C:22]4[CH:23]=[CH:24][C:25](OC)=[N:26][CH:27]=4)=[CH:18][C:17]=3[CH3:30])[CH:10]=2)[NH:5][CH:4]=1)#[N:2].Cl.[NH+]1C=CC=CC=1.[OH2:39]. (9) Given the product [CH2:33]([N:25]([CH2:26][C:27]1[CH:28]=[CH:29][CH:30]=[CH:31][CH:32]=1)[C:10]1[C:9]2[N:8]=[C:5]([CH2:4][O:3][CH2:1][CH3:2])[N:15]([NH:16][C:17](=[O:18])[O:19][C:20]([CH3:22])([CH3:23])[CH3:21])[C:14]=2[CH:13]=[C:12]([CH3:24])[N:11]=1)[C:34]1[CH:35]=[CH:36][CH:37]=[CH:38][CH:39]=1, predict the reactants needed to synthesize it. The reactants are: [CH2:1]([O:3][CH2:4][C:5](Cl)=O)[CH3:2].[NH2:8][C:9]1[C:10]([N:25]([CH2:33][C:34]2[CH:39]=[CH:38][CH:37]=[CH:36][CH:35]=2)[CH2:26][C:27]2[CH:32]=[CH:31][CH:30]=[CH:29][CH:28]=2)=[N:11][C:12]([CH3:24])=[CH:13][C:14]=1[NH:15][NH:16][C:17]([O:19][C:20]([CH3:23])([CH3:22])[CH3:21])=[O:18].C(N(CC)CC)C.Cl.N1C=CC=CC=1. (10) Given the product [CH3:18][CH:17]([NH:19][C:20](=[O:22])[CH3:21])[CH2:16][CH2:15][C:12]1[CH:13]=[CH:14][C:9]([O:8][C:5]2[CH:4]=[CH:3][C:2]([O:1][CH2:24][CH2:25][CH3:26])=[CH:7][N:6]=2)=[CH:10][CH:11]=1, predict the reactants needed to synthesize it. The reactants are: [OH:1][C:2]1[CH:3]=[CH:4][C:5]([O:8][C:9]2[CH:14]=[CH:13][C:12]([CH2:15][CH2:16][CH:17]([NH:19][C:20](=[O:22])[CH3:21])[CH3:18])=[CH:11][CH:10]=2)=[N:6][CH:7]=1.Br[CH2:24][CH2:25][CH3:26].